From a dataset of Full USPTO retrosynthesis dataset with 1.9M reactions from patents (1976-2016). Predict the reactants needed to synthesize the given product. (1) The reactants are: [CH3:1][O:2][C:3]1[CH:8]=[CH:7][CH:6]=[CH:5][C:4]=1[C:9](=O)[CH3:10].[NH:12]1[C:16]2[CH:17]=[CH:18][CH:19]=[CH:20][C:15]=2[N:14]=[C:13]1[CH2:21][N:22]([CH:32]1[C:41]2[N:40]=[CH:39][CH:38]=[CH:37][C:36]=2[CH2:35][CH2:34][CH2:33]1)[CH2:23][C:24]1[CH:29]=[CH:28][C:27]([CH2:30][NH2:31])=[CH:26][CH:25]=1.CC(O)=O.[BH-](OC(C)=O)(OC(C)=O)OC(C)=O.[Na+]. Given the product [NH:12]1[C:16]2[CH:17]=[CH:18][CH:19]=[CH:20][C:15]=2[N:14]=[C:13]1[CH2:21][N:22]([CH2:23][C:24]1[CH:29]=[CH:28][C:27]([CH2:30][NH:31][CH:9]([C:4]2[CH:5]=[CH:6][CH:7]=[CH:8][C:3]=2[O:2][CH3:1])[CH3:10])=[CH:26][CH:25]=1)[CH:32]1[C:41]2[N:40]=[CH:39][CH:38]=[CH:37][C:36]=2[CH2:35][CH2:34][CH2:33]1, predict the reactants needed to synthesize it. (2) Given the product [CH3:15][C:16]1([CH3:30])[CH2:21][O:20][B:19]([C:2]2[CH:14]=[CH:13][C:5]([O:6][CH2:7][CH2:8][NH:9][C:10](=[O:12])[CH3:11])=[CH:4][CH:3]=2)[O:18][CH2:17]1, predict the reactants needed to synthesize it. The reactants are: Br[C:2]1[CH:14]=[CH:13][C:5]([O:6][CH2:7][CH2:8][NH:9][C:10](=[O:12])[CH3:11])=[CH:4][CH:3]=1.[CH3:15][C:16]1([CH3:30])[CH2:21][O:20][B:19]([B:19]2[O:20][CH2:21][C:16]([CH3:30])([CH3:15])[CH2:17][O:18]2)[O:18][CH2:17]1.CC([O-])=O.[K+].C(OCC)(=O)C. (3) Given the product [I:1][C:2]1[C:10]2[C:5](=[N:6][CH:7]=[C:8]([C:11]3[CH:12]=[C:13]([C:17]([N:19]4[CH2:20][CH2:21][O:22][CH2:23][CH2:24]4)=[O:18])[CH:14]=[CH:15][CH:16]=3)[CH:9]=2)[N:4]([CH2:34][O:33][CH2:32][CH2:31][Si:28]([CH3:30])([CH3:29])[CH3:27])[N:3]=1.[N:19]1([C:17]([C:13]2[CH:14]=[CH:15][CH:16]=[C:11]([C:8]3[CH:7]=[N:6][C:5]4=[N:4][N:3]([CH2:34][O:33][CH2:32][CH2:31][Si:28]([CH3:30])([CH3:29])[CH3:27])[CH:2]=[C:10]4[CH:9]=3)[CH:12]=2)=[O:18])[CH2:24][CH2:23][O:22][CH2:21][CH2:20]1, predict the reactants needed to synthesize it. The reactants are: [I:1][C:2]1[C:10]2[C:5](=[N:6][CH:7]=[C:8]([C:11]3[CH:12]=[C:13]([C:17]([N:19]4[CH2:24][CH2:23][O:22][CH2:21][CH2:20]4)=[O:18])[CH:14]=[CH:15][CH:16]=3)[CH:9]=2)[NH:4][N:3]=1.[H-].[Na+].[CH3:27][Si:28]([CH2:31][CH2:32][O:33][CH2:34]Cl)([CH3:30])[CH3:29]. (4) Given the product [CH3:1][O:2][C:3](=[O:24])[C:4]1[CH:9]=[CH:8][C:7]([S:10][C:11]2[CH:16]=[CH:15][C:14]([CH2:17][OH:18])=[C:13]([CH3:22])[N:12]=2)=[CH:6][C:5]=1[CH3:23], predict the reactants needed to synthesize it. The reactants are: [CH3:1][O:2][C:3](=[O:24])[C:4]1[CH:9]=[CH:8][C:7]([S:10][C:11]2[CH:16]=[CH:15][C:14]([CH2:17][O:18]COC)=[C:13]([CH3:22])[N:12]=2)=[CH:6][C:5]=1[CH3:23].CO. (5) The reactants are: [CH3:1][O:2][C:3]1[CH:8]=[CH:7][C:6]([C:9]2[CH2:10][CH2:11][O:12][CH2:13][CH:14]=2)=[CH:5][C:4]=1[N+:15]([O-])=O. Given the product [CH3:1][O:2][C:3]1[CH:8]=[CH:7][C:6]([CH:9]2[CH2:14][CH2:13][O:12][CH2:11][CH2:10]2)=[CH:5][C:4]=1[NH2:15], predict the reactants needed to synthesize it. (6) Given the product [CH2:3]([N:5]1[C:9]2=[N:10][C:11]([CH3:26])=[C:12]([C:21]([OH:23])=[O:22])[C:13]([NH:14][CH:15]3[CH2:20][CH2:19][O:18][CH2:17][CH2:16]3)=[C:8]2[CH:7]=[N:6]1)[CH3:4], predict the reactants needed to synthesize it. The reactants are: [OH-].[Na+].[CH2:3]([N:5]1[C:9]2=[N:10][C:11]([CH3:26])=[C:12]([C:21]([O:23]CC)=[O:22])[C:13]([NH:14][CH:15]3[CH2:20][CH2:19][O:18][CH2:17][CH2:16]3)=[C:8]2[CH:7]=[N:6]1)[CH3:4].